The task is: Predict the product of the given reaction.. This data is from Forward reaction prediction with 1.9M reactions from USPTO patents (1976-2016). (1) Given the reactants [C:1]1([C:7]([C:24]2[CH:29]=[CH:28][CH:27]=[CH:26][CH:25]=2)([C:18]2[CH:23]=[CH:22][CH:21]=[CH:20][CH:19]=2)[N:8]2[CH:12]=[C:11]([CH2:13][CH2:14][C:15](O)=[O:16])[N:10]=[CH:9]2)[CH:6]=[CH:5][CH:4]=[CH:3][CH:2]=1.C1(N=C=NC2CCCCC2)CCCCC1.ON1C2C=CC=CC=2N=N1.Cl.Cl.[N:57]1([C:63]2[CH:68]=[CH:67][C:66]([N:69]3[CH2:73][C@H:72]([CH2:74][O:75][C:76]4[CH:80]=[CH:79][O:78][N:77]=4)[O:71][C:70]3=[O:81])=[CH:65][C:64]=2[F:82])[CH2:62][CH2:61][NH:60][CH2:59][CH2:58]1.C(N(CC)C(C)C)(C)C, predict the reaction product. The product is: [C:24]1([C:7]([C:1]2[CH:6]=[CH:5][CH:4]=[CH:3][CH:2]=2)([C:18]2[CH:19]=[CH:20][CH:21]=[CH:22][CH:23]=2)[N:8]2[CH:12]=[C:11]([CH2:13][CH2:14][C:15]([N:60]3[CH2:59][CH2:58][N:57]([C:63]4[CH:68]=[CH:67][C:66]([N:69]5[CH2:73][C@H:72]([CH2:74][O:75][C:76]6[CH:80]=[CH:79][O:78][N:77]=6)[O:71][C:70]5=[O:81])=[CH:65][C:64]=4[F:82])[CH2:62][CH2:61]3)=[O:16])[N:10]=[CH:9]2)[CH:29]=[CH:28][CH:27]=[CH:26][CH:25]=1. (2) Given the reactants [C:1]1(=[C:8]([C:25]2[CH:30]=[CH:29][C:28]([OH:31])=[CH:27][CH:26]=2)[C:9]2[CH:14]=[CH:13][C:12](/[CH:15]=[CH:16]/[P:17](=[O:24])([O:21]CC)[O:18][CH2:19][CH3:20])=[CH:11][CH:10]=2)[CH2:7][CH2:6][CH2:5][CH2:4][CH2:3][CH2:2]1.[OH-].[Na+], predict the reaction product. The product is: [C:1]1(=[C:8]([C:25]2[CH:30]=[CH:29][C:28]([OH:31])=[CH:27][CH:26]=2)[C:9]2[CH:14]=[CH:13][C:12](/[CH:15]=[CH:16]/[P:17](=[O:21])([OH:24])[O:18][CH2:19][CH3:20])=[CH:11][CH:10]=2)[CH2:7][CH2:6][CH2:5][CH2:4][CH2:3][CH2:2]1. (3) Given the reactants [CH2:1]([O:3][C:4](=[O:21])[C:5]([C:10](=[O:20])[C:11]1[CH:16]=[C:15]([F:17])[C:14]([Cl:18])=[CH:13][C:12]=1Cl)=[CH:6]OCC)[CH3:2].[NH2:22][C:23]1[CH:28]=[CH:27][C:26]([F:29])=[CH:25][N:24]=1, predict the reaction product. The product is: [CH2:1]([O:3][C:4]([C:5]1[C:10](=[O:20])[C:11]2[C:12](=[CH:13][C:14]([Cl:18])=[C:15]([F:17])[CH:16]=2)[N:22]([C:23]2[CH:28]=[CH:27][C:26]([F:29])=[CH:25][N:24]=2)[CH:6]=1)=[O:21])[CH3:2]. (4) Given the reactants N(C(OCC)=O)=NC(OCC)=O.[CH3:13][O:14][C:15]1[CH:19]=[C:18]([C:20]2[CH:25]=[CH:24][C:23]([OH:26])=[CH:22][CH:21]=2)[N:17]([C:27]2[CH:32]=[CH:31][C:30]([O:33][CH3:34])=[CH:29][CH:28]=2)[N:16]=1.O[CH2:36][CH2:37][NH:38][C:39](=[O:45])[O:40][C:41]([CH3:44])([CH3:43])[CH3:42].C1(P(C2C=CC=CC=2)C2C=CC=CC=2)C=CC=CC=1, predict the reaction product. The product is: [CH3:13][O:14][C:15]1[CH:19]=[C:18]([C:20]2[CH:21]=[CH:22][C:23]([O:26][CH2:36][CH2:37][NH:38][C:39](=[O:45])[O:40][C:41]([CH3:44])([CH3:43])[CH3:42])=[CH:24][CH:25]=2)[N:17]([C:27]2[CH:32]=[CH:31][C:30]([O:33][CH3:34])=[CH:29][CH:28]=2)[N:16]=1. (5) Given the reactants Br[CH2:2][C:3]1[CH:8]=[CH:7][C:6]([Cl:9])=[CH:5][C:4]=1[O:10][CH3:11].[C:12]1(B(O)O)[CH:17]=[CH:16][CH:15]=[CH:14][CH:13]=1.C([O-])([O-])=O.[K+].[K+], predict the reaction product. The product is: [CH2:2]([C:3]1[CH:8]=[CH:7][C:6]([Cl:9])=[CH:5][C:4]=1[O:10][CH3:11])[C:12]1[CH:17]=[CH:16][CH:15]=[CH:14][CH:13]=1. (6) The product is: [F:10][C:11]1[CH:16]=[C:15]([NH2:17])[CH:14]=[CH:13][C:12]=1[NH2:18]. Given the reactants FC1C=C(N)C=CC=1F.[F:10][C:11]1[CH:16]=[C:15]([NH2:17])[CH:14]=[CH:13][C:12]=1[NH2:18].[NH4+].[OH-], predict the reaction product. (7) Given the reactants [F:1][C:2]1[CH:3]=[C:4]([C:8]2[C:13]([C:14]3[CH:19]=[CH:18][N:17]=[CH:16][CH:15]=3)=[CH:12][C:11]([NH2:20])=[C:10]([NH2:21])[N:9]=2)[CH:5]=[CH:6][CH:7]=1.[CH2:22](C(CC)(CC)C([O-])([O-])[O-])[CH3:23].C(=O)([O-])O.[Na+], predict the reaction product. The product is: [F:1][C:2]1[CH:3]=[C:4]([C:8]2[N:9]=[C:10]3[NH:21][C:22]([CH3:23])=[N:20][C:11]3=[CH:12][C:13]=2[C:14]2[CH:19]=[CH:18][N:17]=[CH:16][CH:15]=2)[CH:5]=[CH:6][CH:7]=1.